Dataset: Peptide-MHC class I binding affinity with 185,985 pairs from IEDB/IMGT. Task: Regression. Given a peptide amino acid sequence and an MHC pseudo amino acid sequence, predict their binding affinity value. This is MHC class I binding data. (1) The peptide sequence is IPRACQKSL. The MHC is HLA-B57:01 with pseudo-sequence HLA-B57:01. The binding affinity (normalized) is 0.0847. (2) The peptide sequence is ALKVVSDVR. The MHC is Mamu-B6601 with pseudo-sequence Mamu-B6601. The binding affinity (normalized) is 0.268. (3) The peptide sequence is LGFLGFLAT. The MHC is Mamu-B52 with pseudo-sequence Mamu-B52. The binding affinity (normalized) is 0.362. (4) The peptide sequence is SLVSKHWEL. The MHC is HLA-A02:06 with pseudo-sequence HLA-A02:06. The binding affinity (normalized) is 0.672. (5) The peptide sequence is LILGLVLALV. The MHC is H-2-Kb with pseudo-sequence H-2-Kb. The binding affinity (normalized) is 0.0371. (6) The peptide sequence is SLVKPTVYV. The MHC is HLA-A68:02 with pseudo-sequence HLA-A68:02. The binding affinity (normalized) is 0.540.